This data is from CYP2C19 inhibition data for predicting drug metabolism from PubChem BioAssay. The task is: Regression/Classification. Given a drug SMILES string, predict its absorption, distribution, metabolism, or excretion properties. Task type varies by dataset: regression for continuous measurements (e.g., permeability, clearance, half-life) or binary classification for categorical outcomes (e.g., BBB penetration, CYP inhibition). Dataset: cyp2c19_veith. (1) The result is 0 (non-inhibitor). The drug is O=c1[nH]cc(CS(=O)(=O)Cc2c[nH]c(=O)[nH]c2=O)c(=O)[nH]1. (2) The drug is CC(C)(C)C(=O)OCOC(=O)[C@@H]1N2C(=O)[C@@H](NC(=O)[C@@H](N)c3ccccc3)[C@H]2SC1(C)C. The result is 0 (non-inhibitor). (3) The drug is COc1ccc(/C=C2\OC(=O)c3c(OC)cccc32)cc1OC. The result is 1 (inhibitor). (4) The molecule is O=C(O)c1cccc(C[C@H](Br)C(=O)O)c1. The result is 0 (non-inhibitor).